From a dataset of Full USPTO retrosynthesis dataset with 1.9M reactions from patents (1976-2016). Predict the reactants needed to synthesize the given product. (1) The reactants are: [CH3:1][Mg]Br.[Br:4][C:5]1[CH:12]=[CH:11][C:8]([CH:9]=[O:10])=[CH:7][C:6]=1[Cl:13].[Cl-].[NH4+]. Given the product [Br:4][C:5]1[CH:12]=[CH:11][C:8]([CH:9]([OH:10])[CH3:1])=[CH:7][C:6]=1[Cl:13], predict the reactants needed to synthesize it. (2) Given the product [C:2]([CH:4]1[CH2:9][CH2:8][N:7]([C:25](=[O:26])[CH2:24][OH:27])[CH2:6][CH2:5]1)#[CH:3], predict the reactants needed to synthesize it. The reactants are: Cl.[C:2]([CH:4]1[CH2:9][CH2:8][NH:7][CH2:6][CH2:5]1)#[CH:3].C(Cl)CCl.C1C=CC2N(O)N=NC=2C=1.[C:24](O)(=[O:27])[CH2:25][OH:26].